This data is from Experimentally validated miRNA-target interactions with 360,000+ pairs, plus equal number of negative samples. The task is: Binary Classification. Given a miRNA mature sequence and a target amino acid sequence, predict their likelihood of interaction. (1) The miRNA is hsa-miR-487a-3p with sequence AAUCAUACAGGGACAUCCAGUU. The protein sequence of the target gene is MAYLSECRLRLEKGFILDGVAVSTAARAYGRSRPKLWSAIPPYNAQQDYHARSYFQSHVVPPLLRKTDQDHGGTGRDGWIVDYIHIFGQGQRYLNRRNWAGTGHSLQQVTGHDHYNADLKPIDGFNGRFGYRRNTPALRQSTSVFGEVTHFPLF. Result: 0 (no interaction). (2) The miRNA is hsa-miR-3182 with sequence GCUUCUGUAGUGUAGUC. The protein sequence of the target gene is MMATRRTGLSEGDGDKLKACEVSKNKDGKEQSETVSLSEDETFSWPGPKTVTLKRTSQGFGFTLRHFIVYPPESAIQFSYKDEENGNRGGKQRNRLEPMDTIFVKQVKEGGPAFEAGLCTGDRIIKVNGESVIGKTYSQVIALIQNSDTTLELSVMPKDEDILQVLQFTKDVTALAYSQDAYLKGNEAYSGNARNIPEPPPICYPWLPSAPSAMAQPVEISPPDSSLSKQQTSTPVLTQPGRAYRMEIQVPPSPTDVAKSNTAVCVCNESVRTVIVPSEKVVDLLSNRNNHTGPSHRTEE.... Result: 1 (interaction). (3) The miRNA is hsa-miR-2114-5p with sequence UAGUCCCUUCCUUGAAGCGGUC. The protein sequence of the target gene is MEPRLLMLGFLSLTIVPSCRAELCLYDPPEVPNATFKALSYKNGTILNCECKRGFRRLKELVYMRCLGNSWSSNCQCTSNSHDKSRKQVTAQLEHQKEQQTTTDMQKPTQSMHQENLTGHCREPPPWKHEDSKRIYHFVEGQSVHYECIPGYKALQRGPAISICKMKCGKTGWTQPQLTCVDEREHHRFLASEESQGSRNSSPESETSCPITTTDFPQPTETTAMTETFVLTMEYKVAVASCLFLLISILLLSGLTWQHRWRKSRRTI. Result: 0 (no interaction).